This data is from NCI-60 drug combinations with 297,098 pairs across 59 cell lines. The task is: Regression. Given two drug SMILES strings and cell line genomic features, predict the synergy score measuring deviation from expected non-interaction effect. (1) Drug 1: CC(C1=C(C=CC(=C1Cl)F)Cl)OC2=C(N=CC(=C2)C3=CN(N=C3)C4CCNCC4)N. Drug 2: CC12CCC3C(C1CCC2=O)CC(=C)C4=CC(=O)C=CC34C. Cell line: SF-539. Synergy scores: CSS=27.6, Synergy_ZIP=-1.47, Synergy_Bliss=-2.62, Synergy_Loewe=-3.35, Synergy_HSA=-1.87. (2) Drug 1: CS(=O)(=O)CCNCC1=CC=C(O1)C2=CC3=C(C=C2)N=CN=C3NC4=CC(=C(C=C4)OCC5=CC(=CC=C5)F)Cl. Drug 2: C(CC(=O)O)C(=O)CN.Cl. Cell line: NCI-H460. Synergy scores: CSS=6.73, Synergy_ZIP=-1.69, Synergy_Bliss=-0.0119, Synergy_Loewe=-1.62, Synergy_HSA=-0.605.